Dataset: Reaction yield outcomes from USPTO patents with 853,638 reactions. Task: Predict the reaction yield, written as a fraction of the theoretical maximum amount of product (1.0 means a 100% yield; for example, 0.34 means a 34% yield). (1) The reactants are [Cl:1][C:2]1[C:7]([C:8]2[C:9](=[O:31])[N:10]([CH2:29][CH3:30])[C:11]3[C:16]([CH:17]=2)=[CH:15][N:14]=[C:13]([N:18](CC2C=CC(OC)=CC=2)[CH3:19])[CH:12]=3)=[CH:6][C:5]([NH:32][C:33]([NH:35][C:36]2[CH:41]=[C:40]([CH3:42])[CH:39]=[C:38]([F:43])[CH:37]=2)=[O:34])=[C:4]([F:44])[CH:3]=1.C1(OC)C=CC=CC=1. The catalyst is C(O)(C(F)(F)F)=O. The product is [Cl:1][C:2]1[C:7]([C:8]2[C:9](=[O:31])[N:10]([CH2:29][CH3:30])[C:11]3[C:16]([CH:17]=2)=[CH:15][N:14]=[C:13]([NH:18][CH3:19])[CH:12]=3)=[CH:6][C:5]([NH:32][C:33]([NH:35][C:36]2[CH:41]=[C:40]([CH3:42])[CH:39]=[C:38]([F:43])[CH:37]=2)=[O:34])=[C:4]([F:44])[CH:3]=1. The yield is 0.710. (2) The yield is 0.870. The reactants are O=P(Cl)(Cl)[Cl:3].[F:6][C:7]1[CH:8]=[C:9]2[C:14](=[CH:15][C:16]=1[F:17])[N:13]=[CH:12][N:11]=[C:10]2O.C(N(CC)CC)C. No catalyst specified. The product is [Cl:3][C:10]1[C:9]2[C:14](=[CH:15][C:16]([F:17])=[C:7]([F:6])[CH:8]=2)[N:13]=[CH:12][N:11]=1. (3) The product is [CH3:1][O:2][C:3]([C:5]1([C:8]2[CH:13]=[CH:12][C:11]([O:14][CH3:15])=[C:10]([CH2:16][OH:19])[CH:9]=2)[CH2:7][CH2:6]1)=[O:4]. The catalyst is O.[N+](CCCC)(CCCC)(CCCC)CCCC.[Br-]. The reactants are [CH3:1][O:2][C:3]([C:5]1([C:8]2[CH:13]=[CH:12][C:11]([O:14][CH3:15])=[C:10]([CH2:16]Cl)[CH:9]=2)[CH2:7][CH2:6]1)=[O:4].C([O-])([O-])=[O:19].[Na+].[Na+].Cl. The yield is 0.390. (4) The reactants are [C:1]([CH:4]([C:13]([O:15][CH2:16][CH3:17])=[O:14])[CH2:5][CH:6]=[CH:7][C:8]([O:10][CH2:11][CH3:12])=[O:9])(=[O:3])[CH3:2].[CH3:18][O:19][C:20]1[CH:25]=[CH:24][C:23](/[CH:26]=[CH:27]/[N+:28]([O-:30])=[O:29])=[CH:22][CH:21]=1. The catalyst is C(OCC)C. The product is [CH2:11]([O:10][C:8]([CH2:7][C@@H:6]1[CH2:5][C@@:4]([C:1](=[O:3])[CH3:2])([C:13]([O:15][CH2:16][CH3:17])=[O:14])[C@@H:26]([C:23]2[CH:22]=[CH:21][C:20]([O:19][CH3:18])=[CH:25][CH:24]=2)[C@@H:27]1[N+:28]([O-:30])=[O:29])=[O:9])[CH3:12]. The yield is 0.830. (5) The reactants are [CH3:1][O:2][C:3]1[CH:12]=[C:11]2[C:6]([CH2:7][CH2:8][C:9](=[O:13])[CH2:10]2)=[CH:5][CH:4]=1.[H-].[Na+].Br[CH2:17][CH2:18][O:19][CH2:20][CH2:21]Br.[Cl-].[NH4+]. The catalyst is C1COCC1. The product is [CH3:1][O:2][C:3]1[CH:12]=[C:11]2[C:6]([CH2:7][CH2:8][C:9](=[O:13])[C:10]32[CH2:21][CH2:20][O:19][CH2:18][CH2:17]3)=[CH:5][CH:4]=1. The yield is 0.510.